Predict the reactants needed to synthesize the given product. From a dataset of Full USPTO retrosynthesis dataset with 1.9M reactions from patents (1976-2016). (1) Given the product [CH3:25][O:24][C:21]1[CH:22]=[CH:23][C:18]([CH2:17][C:11]2([C:14]#[N:15])[CH2:13][CH2:12]2)=[CH:19][CH:20]=1, predict the reactants needed to synthesize it. The reactants are: C[Si]([N-][Si](C)(C)C)(C)C.[Na+].[CH:11]1([C:14]#[N:15])[CH2:13][CH2:12]1.Cl[CH2:17][C:18]1[CH:23]=[CH:22][C:21]([O:24][CH3:25])=[CH:20][CH:19]=1. (2) Given the product [CH:1]1([CH:7]([OH:8])[CH:9]2[CH2:18][CH2:17][C:12](=[O:13])[CH2:11][CH2:10]2)[CH2:2][CH2:3][CH2:4][CH2:5][CH2:6]1, predict the reactants needed to synthesize it. The reactants are: [CH:1]1([CH:7]([CH:9]2[CH2:18][CH2:17][C:12]3(OCC[O:13]3)[CH2:11][CH2:10]2)[OH:8])[CH2:6][CH2:5][CH2:4][CH2:3][CH2:2]1.Cl.